This data is from Catalyst prediction with 721,799 reactions and 888 catalyst types from USPTO. The task is: Predict which catalyst facilitates the given reaction. (1) Reactant: [CH3:1][O:2][C:3]1[CH:4]=[C:5]2[C:14](=[CH:15][CH:16]=1)[C:13](=[O:17])[CH2:12][CH:11]1[CH:6]2[CH2:7][CH2:8][CH2:9][CH2:10]1.CC(OC(C)=O)=O.[N+:25]([O-])([OH:27])=[O:26].C(O)(=O)C. Product: [CH3:1][O:2][C:3]1[C:4]([N+:25]([O-:27])=[O:26])=[C:5]2[C:14](=[CH:15][CH:16]=1)[C:13](=[O:17])[CH2:12][CH:11]1[CH:6]2[CH2:7][CH2:8][CH2:9][CH2:10]1. The catalyst class is: 13. (2) The catalyst class is: 22. Product: [CH2:24]([O:26][C:27]([C:28]1[C:21]([C:16]2[CH:17]=[CH:18][CH:19]=[CH:20][N:15]=2)=[N:22][O:23][C:29]=1[CH3:30])=[O:36])[CH3:25]. Reactant: ClN1C(=O)CCC1=O.N1C=CC=CC=1.[N:15]1[CH:20]=[CH:19][CH:18]=[CH:17][C:16]=1[CH:21]=[N:22][OH:23].[CH2:24]([O:26][C:27](=[O:36])/[CH:28]=[C:29](/N1CCCC1)\[CH3:30])[CH3:25].C(N(CC)CC)C. (3) Product: [C:48]([NH:55][CH2:56][CH2:57][O:28][C:20]1[CH:21]=[C:22]([CH:25]([CH3:26])[CH3:27])[CH:23]=[CH:24][C:19]=1[CH2:18][NH:17][C:12]1[C:11]([C:9]([NH:8][C:5]2[CH:6]=[CH:7][C:2]([Cl:1])=[CH:3][CH:4]=2)=[O:10])=[CH:16][CH:15]=[CH:14][N:13]=1)([O:50][C:51]([CH3:54])([CH3:53])[CH3:52])=[O:49]. The catalyst class is: 7. Reactant: [Cl:1][C:2]1[CH:7]=[CH:6][C:5]([NH:8][C:9]([C:11]2[C:12]([NH:17][CH2:18][C:19]3[CH:24]=[CH:23][C:22]([CH:25]([CH3:27])[CH3:26])=[CH:21][C:20]=3[OH:28])=[N:13][CH:14]=[CH:15][CH:16]=2)=[O:10])=[CH:4][CH:3]=1.C1(P(C2C=CC=CC=2)C2C=CC=CC=2)C=CC=CC=1.[C:48]([NH:55][CH2:56][CH2:57]O)([O:50][C:51]([CH3:54])([CH3:53])[CH3:52])=[O:49].N(C(OCC)=O)=NC(OCC)=O. (4) Reactant: C(O)(C(F)(F)F)=O.[Cl:8][C:9]1[CH:14]=[CH:13][CH:12]=[CH:11][C:10]=1[N:15]1[CH:45]=[CH:44][C:18]2[N:19]=[C:20]([NH:23][C:24]3[CH:29]=[CH:28][C:27]([N:30]4[CH2:35][CH2:34][N:33](C(OC(C)(C)C)=O)[CH2:32][CH2:31]4)=[C:26]([CH3:43])[CH:25]=3)[N:21]=[CH:22][C:17]=2[C:16]1=[O:46]. Product: [Cl:8][C:9]1[CH:14]=[CH:13][CH:12]=[CH:11][C:10]=1[N:15]1[CH:45]=[CH:44][C:18]2[N:19]=[C:20]([NH:23][C:24]3[CH:29]=[CH:28][C:27]([N:30]4[CH2:35][CH2:34][NH:33][CH2:32][CH2:31]4)=[C:26]([CH3:43])[CH:25]=3)[N:21]=[CH:22][C:17]=2[C:16]1=[O:46]. The catalyst class is: 2. (5) Reactant: [I:1][C:2]1[C:10]2[C:5](=[N:6][CH:7]=[CH:8][CH:9]=2)[NH:4][CH:3]=1.C([O-])([O-])=O.[K+].[K+].[C:17]1([S:23](Cl)(=[O:25])=[O:24])[CH:22]=[CH:21][CH:20]=[CH:19][CH:18]=1. Product: [I:1][C:2]1[C:10]2[C:5](=[N:6][CH:7]=[CH:8][CH:9]=2)[N:4]([S:23]([C:17]2[CH:22]=[CH:21][CH:20]=[CH:19][CH:18]=2)(=[O:25])=[O:24])[CH:3]=1. The catalyst class is: 10. (6) Reactant: [CH3:1][O:2][C:3](=[O:26])[CH2:4][CH2:5][CH2:6][C:7]#[C:8][CH2:9][N:10]1[C:15](=[O:16])[CH2:14][CH2:13][CH2:12][C@@H:11]1/[CH:17]=[CH:18]/[CH:19]([OH:25])[CH2:20][CH2:21][CH2:22][CH2:23][CH3:24].[H][H]. Product: [CH3:1][O:2][C:3](=[O:26])[CH2:4][CH2:5][CH2:6]/[CH:7]=[CH:8]\[CH2:9][N:10]1[C:15](=[O:16])[CH2:14][CH2:13][CH2:12][C@@H:11]1/[CH:17]=[CH:18]/[CH:19]([OH:25])[CH2:20][CH2:21][CH2:22][CH2:23][CH3:24]. The catalyst class is: 43. (7) Reactant: [N+:1]([C:4]1[CH:5]=[C:6]([OH:14])[CH:7]=[C:8]([C:10]([F:13])([F:12])[F:11])[CH:9]=1)([O-:3])=[O:2].Cl.[CH3:16][N:17]([CH3:21])[CH2:18][CH2:19]Cl.C(=O)([O-])[O-].[Cs+].[Cs+]. Product: [CH3:16][N:17]([CH3:21])[CH2:18][CH2:19][O:14][C:6]1[CH:7]=[C:8]([C:10]([F:11])([F:12])[F:13])[CH:9]=[C:4]([N+:1]([O-:3])=[O:2])[CH:5]=1. The catalyst class is: 255.